From a dataset of Forward reaction prediction with 1.9M reactions from USPTO patents (1976-2016). Predict the product of the given reaction. (1) Given the reactants S(Cl)(Cl)=O.C(C1C=CC(C(O)=O)=CC=1)CCCCCCC.C(C1C=CC(C(Cl)=O)=CC=1)CCCCCCC.[Cl:39][C:40]1[CH:41]=[C:42]([CH:44]=[CH:45][C:46]=1[O:47][C:48]1[C:57]2[C:52](=[CH:53][C:54]([O:60][CH3:61])=[C:55]([O:58][CH3:59])[CH:56]=2)[N:51]=[CH:50][CH:49]=1)[NH2:43].[CH2:62]([C:70]1[CH:75]=[CH:74][C:73]([C:76]([N:78]=[C:79]=[S:80])=[O:77])=[CH:72][CH:71]=1)[CH2:63][CH2:64][CH2:65][CH2:66][CH2:67][CH2:68][CH3:69], predict the reaction product. The product is: [Cl:39][C:40]1[CH:41]=[C:42]([NH:43][C:79]([NH:78][C:76](=[O:77])[C:73]2[CH:74]=[CH:75][C:70]([CH2:62][CH2:63][CH2:64][CH2:65][CH2:66][CH2:67][CH2:68][CH3:69])=[CH:71][CH:72]=2)=[S:80])[CH:44]=[CH:45][C:46]=1[O:47][C:48]1[C:57]2[C:52](=[CH:53][C:54]([O:60][CH3:61])=[C:55]([O:58][CH3:59])[CH:56]=2)[N:51]=[CH:50][CH:49]=1. (2) Given the reactants [CH3:1][O:2][CH2:3][CH2:4][N:5]([CH2:23][C:24]1[CH:29]=[CH:28][C:27]([S:30][C:31]([CH3:40])([CH3:39])[C:32]([O:34]C(C)(C)C)=[O:33])=[CH:26][CH:25]=1)[C:6]1[CH:11]=[C:10]([NH:12][C:13]2[CH:18]=[CH:17][CH:16]=[C:15]([C:19]([F:22])([F:21])[F:20])[CH:14]=2)[N:9]=[CH:8][N:7]=1.C(O)(C(F)(F)F)=O, predict the reaction product. The product is: [CH3:1][O:2][CH2:3][CH2:4][N:5]([CH2:23][C:24]1[CH:25]=[CH:26][C:27]([S:30][C:31]([CH3:40])([CH3:39])[C:32]([OH:34])=[O:33])=[CH:28][CH:29]=1)[C:6]1[CH:11]=[C:10]([NH:12][C:13]2[CH:18]=[CH:17][CH:16]=[C:15]([C:19]([F:21])([F:20])[F:22])[CH:14]=2)[N:9]=[CH:8][N:7]=1. (3) The product is: [CH3:34][CH:32]([CH3:33])[C:31]([NH:30][C:26]1[CH:27]=[CH:28][CH:29]=[C:24]([CH:21]2[CH2:22][CH2:23][N:18]([CH2:17][C:12]3[CH:13]=[CH:14][CH:15]=[C:16]4[C:11]=3[CH:10]=[CH:9][N:8]4[C:2]3[CH:7]=[CH:6][CH:5]=[CH:4][N:3]=3)[CH2:19][CH2:20]2)[CH:25]=1)=[O:35]. Given the reactants I[C:2]1[CH:7]=[CH:6][CH:5]=[CH:4][N:3]=1.[NH:8]1[C:16]2[C:11](=[C:12]([CH2:17][N:18]3[CH2:23][CH2:22][CH:21]([C:24]4[CH:25]=[C:26]([NH:30][C:31](=[O:35])[CH:32]([CH3:34])[CH3:33])[CH:27]=[CH:28][CH:29]=4)[CH2:20][CH2:19]3)[CH:13]=[CH:14][CH:15]=2)[CH:10]=[CH:9]1, predict the reaction product. (4) Given the reactants [H-].[Al+3].[Li+].[H-].[H-].[H-].[CH:7]([O:10][C:11]1[C:16]([O:17][CH3:18])=[CH:15][C:14]([C:19]2[CH:20]=[C:21]([CH:25]=[CH:26][N:27]=2)[C:22]([O-])=[O:23])=[CH:13][C:12]=1[O:28][CH3:29])([CH3:9])[CH3:8].[Cl-].[NH4+], predict the reaction product. The product is: [CH3:18][O:17][C:16]1[CH:15]=[C:14]([C:19]2[CH:20]=[C:21]([CH2:22][OH:23])[CH:25]=[CH:26][N:27]=2)[CH:13]=[C:12]([O:28][CH3:29])[C:11]=1[O:10][CH:7]([CH3:9])[CH3:8].